Dataset: Full USPTO retrosynthesis dataset with 1.9M reactions from patents (1976-2016). Task: Predict the reactants needed to synthesize the given product. Given the product [ClH:1].[ClH:1].[Cl:1][C:2]1[CH:7]=[CH:6][CH:5]=[CH:4][C:3]=1[CH:8]1[C:13]([C:14]#[N:15])=[C:12]([CH2:16][N:25]2[CH2:26][CH2:27][CH2:28][N:22]([CH3:21])[CH2:23][CH2:24]2)[NH:11][C:10]2=[N:18][NH:19][CH:20]=[C:9]12, predict the reactants needed to synthesize it. The reactants are: [Cl:1][C:2]1[CH:7]=[CH:6][CH:5]=[CH:4][C:3]=1[CH:8]1[C:13]([C:14]#[N:15])=[C:12]([CH2:16]Br)[NH:11][C:10]2=[N:18][NH:19][CH:20]=[C:9]12.[CH3:21][N:22]1[CH2:28][CH2:27][CH2:26][NH:25][CH2:24][CH2:23]1.